This data is from Catalyst prediction with 721,799 reactions and 888 catalyst types from USPTO. The task is: Predict which catalyst facilitates the given reaction. (1) Reactant: [F:1][C:2]([F:9])([F:8])[CH:3]([CH3:7])[C:4](O)=[O:5].[CH3:10][O:11][CH2:12][CH2:13][O:14][C:15]1[CH:20]=[CH:19][C:18]([NH:21][C:22](=[O:32])[C:23]2[CH:28]=[C:27]([CH2:29][NH2:30])[CH:26]=[CH:25][C:24]=2[Cl:31])=[CH:17][C:16]=1[C:33]([NH:35][C:36]1[CH:41]=[CH:40][C:39]([Br:42])=[CH:38][CH:37]=1)=[O:34].CN(C(ON1N=NC2C=CC=CC1=2)=[N+](C)C)C.[B-](F)(F)(F)F. Product: [CH3:10][O:11][CH2:12][CH2:13][O:14][C:15]1[CH:20]=[CH:19][C:18]([NH:21][C:22](=[O:32])[C:23]2[CH:28]=[C:27]([CH2:29][NH:30][C:4]([CH:3]([CH3:7])[C:2]([F:9])([F:8])[F:1])=[O:5])[CH:26]=[CH:25][C:24]=2[Cl:31])=[CH:17][C:16]=1[C:33]([NH:35][C:36]1[CH:41]=[CH:40][C:39]([Br:42])=[CH:38][CH:37]=1)=[O:34]. The catalyst class is: 3. (2) Reactant: [C:1]([O:5][C:6](=[O:26])[CH2:7][C@@H:8]([CH2:14]OS(C1C=CC(C)=CC=1)(=O)=O)[C@@H:9]([CH3:13])[CH:10]([CH3:12])[CH3:11])([CH3:4])([CH3:3])[CH3:2].[N-:27]=[N+:28]=[N-:29].[Na+].O. Product: [C:1]([O:5][C:6](=[O:26])[CH2:7][C@@H:8]([CH2:14][N:27]=[N+:28]=[N-:29])[C@@H:9]([CH3:13])[CH:10]([CH3:12])[CH3:11])([CH3:4])([CH3:3])[CH3:2]. The catalyst class is: 16.